Dataset: NCI-60 drug combinations with 297,098 pairs across 59 cell lines. Task: Regression. Given two drug SMILES strings and cell line genomic features, predict the synergy score measuring deviation from expected non-interaction effect. Drug 2: C1CNP(=O)(OC1)N(CCCl)CCCl. Cell line: KM12. Synergy scores: CSS=15.9, Synergy_ZIP=-0.851, Synergy_Bliss=5.29, Synergy_Loewe=-27.5, Synergy_HSA=-1.34. Drug 1: CC1C(C(CC(O1)OC2CC(CC3=C2C(=C4C(=C3O)C(=O)C5=C(C4=O)C(=CC=C5)OC)O)(C(=O)C)O)N)O.Cl.